The task is: Predict the reactants needed to synthesize the given product.. This data is from Full USPTO retrosynthesis dataset with 1.9M reactions from patents (1976-2016). (1) The reactants are: [F:1][CH:2]([F:30])[C:3]1[C:11]2[C:6](=[CH:7][C:8]([Cl:12])=[CH:9][CH:10]=2)[N:5]([S:13]([C:16]2[CH:21]=[CH:20][C:19]([O:22][CH3:23])=[C:18]([N:24]3[CH2:29][CH2:28][NH:27][CH2:26][CH2:25]3)[CH:17]=2)(=[O:15])=[O:14])[CH:4]=1.C([BH3-])#N.[Na+].C(O)(=O)C.[CH3:39][C:40]([CH3:42])=O. Given the product [Cl:12][C:8]1[CH:7]=[C:6]2[C:11]([C:3]([CH:2]([F:1])[F:30])=[CH:4][N:5]2[S:13]([C:16]2[CH:21]=[CH:20][C:19]([O:22][CH3:23])=[C:18]([N:24]3[CH2:29][CH2:28][N:27]([CH:40]([CH3:42])[CH3:39])[CH2:26][CH2:25]3)[CH:17]=2)(=[O:15])=[O:14])=[CH:10][CH:9]=1, predict the reactants needed to synthesize it. (2) Given the product [OH:48][CH2:36][CH2:35][O:34][C:29]1[CH:30]=[C:31]2[C:26](=[CH:27][C:28]=1[O:41][CH2:42][CH2:52][OH:53])[N:25]=[C:24]([C:4]1[CH:5]=[CH:6][C:7]([CH2:8][C:9]([NH:10][C:11]3[CH:15]=[C:14]([C:16]4([C:19]([F:20])([F:21])[F:22])[CH2:18][CH2:17]4)[O:13][N:12]=3)=[O:23])=[C:2]([F:1])[CH:3]=1)[CH:33]=[N:32]2, predict the reactants needed to synthesize it. The reactants are: [F:1][C:2]1[CH:3]=[C:4]([C:24]2[CH:33]=[N:32][C:31]3[C:26](=[CH:27][C:28]([O:41][CH2:42]CCC([O-])=O)=[C:29]([O:34][CH2:35][CH2:36]CC([O-])=O)[CH:30]=3)[N:25]=2)[CH:5]=[CH:6][C:7]=1[CH2:8][C:9](=[O:23])[NH:10][C:11]1[CH:15]=[C:14]([C:16]2([C:19]([F:22])([F:21])[F:20])[CH2:18][CH2:17]2)[O:13][N:12]=1.[OH-:48].[Na+].C1C[O:53][CH2:52]C1. (3) Given the product [Si:1]([O:8][C@H:9]1[CH2:18][C:17]([CH3:19])([CH3:20])[CH2:16][C:15]2[N:14]=[C:13]([CH:21]([CH3:23])[CH3:22])[C:12]3[C@H:24]([C:33]4[CH:38]=[CH:37][C:36]([C:39]([F:42])([F:40])[F:41])=[C:35]([F:43])[CH:34]=4)[O:25][C:26]4([CH2:27][CH2:28][O:29][CH2:30][CH2:31]4)[C:11]=3[C:10]1=2)([C:4]([CH3:6])([CH3:7])[CH3:5])([CH3:3])[CH3:2], predict the reactants needed to synthesize it. The reactants are: [Si:1]([O:8][C@H:9]1[CH2:18][C:17]([CH3:20])([CH3:19])[CH2:16][C:15]2[N:14]=[C:13]([CH:21]([CH3:23])[CH3:22])[C:12]3[C@H:24]([C:33]4[CH:38]=[CH:37][C:36]([C:39]([F:42])([F:41])[F:40])=[C:35]([F:43])[CH:34]=4)[O:25][C:26]4([CH2:31][CH2:30][O:29][CH2:28][CH:27]4I)[C:11]=3[C:10]1=2)([C:4]([CH3:7])([CH3:6])[CH3:5])([CH3:3])[CH3:2]. (4) Given the product [CH2:1]([C:15]1[CH:14]=[N:13][CH:12]=[C:11]([Br:10])[CH:16]=1)[C:2]1[CH:7]=[CH:6][CH:5]=[CH:4][CH:3]=1, predict the reactants needed to synthesize it. The reactants are: [CH2:1]([Mg]Br)[C:2]1[CH:7]=[CH:6][CH:5]=[CH:4][CH:3]=1.[Br:10][C:11]1[CH:12]=[N:13][CH:14]=[C:15](Br)[CH:16]=1. (5) Given the product [C:28]1([S:34]([CH2:37][CH2:38][O:39][C:40](=[O:69])[CH2:41][O:42][C:43]2[CH:48]=[CH:47][C:46]([S:49]([N:21]3[C:20]4[CH:22]=[CH:23][CH:24]=[CH:25][C:19]=4[N:18]=[C:17]3[S:15]([CH2:14][C:3]3[C:2]([CH3:1])=[C:7]([O:8][CH2:9][C:10]([F:13])([F:11])[F:12])[CH:6]=[CH:5][N:4]=3)=[O:16])(=[O:50])=[O:51])=[CH:45][C:44]=2[O:53][CH2:54][C:55]([O:57][CH2:58][CH2:59][S:60]([C:63]2[CH:64]=[CH:65][CH:66]=[CH:67][CH:68]=2)(=[O:62])=[O:61])=[O:56])(=[O:36])=[O:35])[CH:33]=[CH:32][CH:31]=[CH:30][CH:29]=1, predict the reactants needed to synthesize it. The reactants are: [CH3:1][C:2]1[C:3]([CH2:14][S:15]([C:17]2[NH:18][C:19]3[CH:25]=[CH:24][CH:23]=[CH:22][C:20]=3[N:21]=2)=[O:16])=[N:4][CH:5]=[CH:6][C:7]=1[O:8][CH2:9][C:10]([F:13])([F:12])[F:11].[H-].[Na+].[C:28]1([S:34]([CH2:37][CH2:38][O:39][C:40](=[O:69])[CH2:41][O:42][C:43]2[CH:48]=[CH:47][C:46]([S:49](Cl)(=[O:51])=[O:50])=[CH:45][C:44]=2[O:53][CH2:54][C:55]([O:57][CH2:58][CH2:59][S:60]([C:63]2[CH:68]=[CH:67][CH:66]=[CH:65][CH:64]=2)(=[O:62])=[O:61])=[O:56])(=[O:36])=[O:35])[CH:33]=[CH:32][CH:31]=[CH:30][CH:29]=1.O. (6) Given the product [F:1][C:2]1[CH:3]=[C:4]2[C:9](=[O:10])[NH:8][C:7]([C:11]3[CH:16]=[CH:15][C:14]([C:17]([F:28])([CH3:19])[CH3:18])=[CH:13][CH:12]=3)=[CH:6][N:5]2[CH:21]=1, predict the reactants needed to synthesize it. The reactants are: [F:1][C:2]1[CH:3]=[C:4]2[C:9](=[O:10])[NH:8][C:7]([C:11]3[CH:16]=[CH:15][C:14]([C:17](O)([CH3:19])[CH3:18])=[CH:13][CH:12]=3)=[CH:6][N:5]2[CH:21]=1.C(N(S(F)(F)[F:28])CC)C. (7) Given the product [NH2:10][C:11]1[CH:18]=[C:17]([O:1][CH2:2][CH:3]2[CH2:8][CH2:7][NH:6][C:5](=[O:9])[CH2:4]2)[C:14]([C:15]#[N:16])=[CH:13][N:12]=1, predict the reactants needed to synthesize it. The reactants are: [OH:1][CH2:2][CH:3]1[CH2:8][CH2:7][NH:6][C:5](=[O:9])[CH2:4]1.[NH2:10][C:11]1[CH:18]=[C:17](OCCOC)[C:14]([C:15]#[N:16])=[CH:13][N:12]=1.